This data is from Forward reaction prediction with 1.9M reactions from USPTO patents (1976-2016). The task is: Predict the product of the given reaction. (1) Given the reactants [CH2:1]([O:5][C:6]1[C:10]([C:11](O)=[O:12])=[C:9]([CH3:14])[O:8][N:7]=1)[CH:2]([CH3:4])[CH3:3].C(N(CC)CC)C.ClC(OCC)=O.[BH4-].[Na+], predict the reaction product. The product is: [CH2:1]([O:5][C:6]1[C:10]([CH2:11][OH:12])=[C:9]([CH3:14])[O:8][N:7]=1)[CH:2]([CH3:4])[CH3:3]. (2) Given the reactants [C:1](Cl)(=[O:3])[CH3:2].[NH:5]1[CH2:10][CH2:9][CH:8]([CH2:11][CH2:12][O:13][C:14]2[CH:19]=[CH:18][C:17]([C:20]3[N:25]=[C:24]([C:26]#[N:27])[C:23]4[N:28]=[CH:29][NH:30][C:22]=4[CH:21]=3)=[CH:16][C:15]=2[C:31]([F:34])([F:33])[F:32])[CH2:7][CH2:6]1.[CH:35](N(C(C)C)CC)(C)C, predict the reaction product. The product is: [C:1]([N:5]1[CH2:10][CH2:9][CH:8]([CH2:11][CH2:12][O:13][C:14]2[CH:19]=[CH:18][C:17]([C:20]3[N:25]=[C:24]([C:26]#[N:27])[C:23]4[N:28]=[CH:29][N:30]([CH3:35])[C:22]=4[CH:21]=3)=[CH:16][C:15]=2[C:31]([F:32])([F:34])[F:33])[CH2:7][CH2:6]1)(=[O:3])[CH3:2]. (3) Given the reactants [CH2:1]([O:3][C:4]1[CH:9]=[CH:8][C:7]([C:10]2[CH:15]=[CH:14][CH:13]=[CH:12][C:11]=2[CH:16](NCCOCC)[CH3:17])=[CH:6][CH:5]=1)[CH3:2].C(Cl)CCl.C1C=CC2N(O)N=NC=2C=1.C(=O)(O)[O-].[Na+], predict the reaction product. The product is: [CH2:1]([O:3][C:4]1[CH:9]=[CH:8][C:7]([C:10]2[CH:15]=[CH:14][CH:13]=[CH:12][C:11]=2[CH2:16][CH3:17])=[CH:6][CH:5]=1)[CH3:2]. (4) Given the reactants O[C:2]12[CH2:21][CH:20]([O:22][CH3:23])[CH2:19][CH:3]1[NH:4][C:5]([C:7]1[C:8]([CH3:18])=[CH:9][C:10]([CH3:17])=[C:11]([CH:16]=1)[C:12]([O:14][CH3:15])=[O:13])=[N:6]2.C1(C)C=CC(S(O)(=O)=O)=CC=1, predict the reaction product. The product is: [CH3:23][O:22][CH:20]1[CH2:21][C:2]2[NH:6][C:5]([C:7]3[C:8]([CH3:18])=[CH:9][C:10]([CH3:17])=[C:11]([CH:16]=3)[C:12]([O:14][CH3:15])=[O:13])=[N:4][C:3]=2[CH2:19]1. (5) Given the reactants [NH2:1][CH2:2][C:3]1[CH:4]=[C:5]([S:9]([N:12]([CH2:21][C:22]2[CH:27]=[C:26]([Cl:28])[CH:25]=[C:24]([Cl:29])[CH:23]=2)[CH2:13][C:14]2[CH:19]=[CH:18][C:17]([F:20])=[CH:16][CH:15]=2)(=[O:11])=[O:10])[CH:6]=[CH:7][CH:8]=1.[F:30][C:31]1[CH:38]=[CH:37][C:34]([CH:35]=O)=[CH:33][CH:32]=1.C(O[BH-](OC(=O)C)OC(=O)C)(=O)C.[Na+].C([O-])(O)=O.[Na+], predict the reaction product. The product is: [Cl:29][C:24]1[CH:23]=[C:22]([CH:27]=[C:26]([Cl:28])[CH:25]=1)[CH2:21][N:12]([CH2:13][C:14]1[CH:15]=[CH:16][C:17]([F:20])=[CH:18][CH:19]=1)[S:9]([C:5]1[CH:6]=[CH:7][CH:8]=[C:3]([CH2:2][NH:1][CH2:35][C:34]2[CH:37]=[CH:38][C:31]([F:30])=[CH:32][CH:33]=2)[CH:4]=1)(=[O:11])=[O:10]. (6) Given the reactants [OH:1][CH:2]1[CH2:7][CH2:6][N:5]([C:8]([O:10][C:11]([CH3:14])([CH3:13])[CH3:12])=[O:9])[CH2:4][CH2:3]1.C1(P(C2C=CC=CC=2)C2C=CC=CC=2)C=CC=CC=1.O[N:35]1[C:43](=[O:44])[C:42]2[C:37](=[CH:38][CH:39]=[CH:40][CH:41]=2)[C:36]1=[O:45].N(/C(OC(C)C)=O)=N\C(OC(C)C)=O, predict the reaction product. The product is: [O:45]=[C:36]1[C:37]2[C:42](=[CH:41][CH:40]=[CH:39][CH:38]=2)[C:43](=[O:44])[N:35]1[O:1][CH:2]1[CH2:3][CH2:4][N:5]([C:8]([O:10][C:11]([CH3:14])([CH3:13])[CH3:12])=[O:9])[CH2:6][CH2:7]1.